Dataset: Catalyst prediction with 721,799 reactions and 888 catalyst types from USPTO. Task: Predict which catalyst facilitates the given reaction. (1) Reactant: [F:1][C:2]1[CH:3]=[CH:4][C:5]([N+:33]([O-])=O)=[C:6]([C:8]([CH3:32])([CH3:31])[CH2:9][C:10]([OH:30])([C:26]([F:29])([F:28])[F:27])[C:11]([NH:13][C:14]2[CH:15]=[CH:16][C:17]3[C:22](=[O:23])[O:21][N:20]=[C:19]([CH3:24])[C:18]=3[CH:25]=2)=[O:12])[CH:7]=1.O1CCCC1. Product: [NH2:33][C:5]1[CH:4]=[CH:3][C:2]([F:1])=[CH:7][C:6]=1[C:8]([CH3:32])([CH3:31])[CH2:9][C:10]([OH:30])([C:26]([F:29])([F:28])[F:27])[C:11]([NH:13][C:14]1[CH:15]=[CH:16][C:17]2[C:22](=[O:23])[O:21][N:20]=[C:19]([CH3:24])[C:18]=2[CH:25]=1)=[O:12]. The catalyst class is: 180. (2) Reactant: C[O:2][C:3](=[O:31])[CH2:4][CH:5]1[C:14]2[C:9](=[CH:10][C:11]([O:15][CH2:16][C:17]3[S:21][C:20]([C:22]4[CH:27]=[CH:26][C:25]([CH3:28])=[CH:24][CH:23]=4)=[N:19][C:18]=3[CH3:29])=[CH:12][CH:13]=2)[CH2:8][CH2:7][C:6]1=[O:30].O. Product: [CH3:29][C:18]1[N:19]=[C:20]([C:22]2[CH:23]=[CH:24][C:25]([CH3:28])=[CH:26][CH:27]=2)[S:21][C:17]=1[CH2:16][O:15][C:11]1[CH:10]=[C:9]2[C:14](=[CH:13][CH:12]=1)[CH:5]([CH2:4][C:3]([OH:31])=[O:2])[C:6](=[O:30])[CH2:7][CH2:8]2. The catalyst class is: 36. (3) Reactant: C(OC(=O)[NH:7][CH2:8][C:9]1[CH:14]=[CH:13][CH:12]=[C:11]([CH2:15][C@@H:16]([NH:18][C:19]2[N:28]=[CH:27][C:26]3[C:21](=[CH:22][CH:23]=[C:24]([C:29]4[CH:34]=[CH:33][CH:32]=[CH:31][C:30]=4[CH3:35])[CH:25]=3)[N:20]=2)[CH3:17])[CH:10]=1)(C)(C)C.Cl. Product: [NH2:7][CH2:8][C:9]1[CH:10]=[C:11]([CH2:15][C@@H:16]([NH:18][C:19]2[N:28]=[CH:27][C:26]3[C:21](=[CH:22][CH:23]=[C:24]([C:29]4[CH:34]=[CH:33][CH:32]=[CH:31][C:30]=4[CH3:35])[CH:25]=3)[N:20]=2)[CH3:17])[CH:12]=[CH:13][CH:14]=1. The catalyst class is: 798. (4) Reactant: [F:1][C:2]([F:15])([F:14])[C:3]([N:5]1[CH2:10][CH2:9][CH:8]([CH2:11][CH2:12][OH:13])[CH2:7][CH2:6]1)=[O:4].N1C(C)=CC=CC=1C.[S:24](O[S:24]([C:27]([F:30])([F:29])[F:28])(=[O:26])=[O:25])([C:27]([F:30])([F:29])[F:28])(=[O:26])=[O:25]. Product: [F:28][C:27]([F:30])([F:29])[S:24]([O:13][CH2:12][CH2:11][CH:8]1[CH2:9][CH2:10][N:5]([C:3](=[O:4])[C:2]([F:1])([F:14])[F:15])[CH2:6][CH2:7]1)(=[O:26])=[O:25]. The catalyst class is: 2. (5) Reactant: [Br:1][C:2]1[C:6]2[CH2:7][N:8]([C:11]([O:13][C:14]([CH3:17])([CH3:16])[CH3:15])=[O:12])[CH2:9][CH2:10][C:5]=2[N:4]([CH:18]2[CH2:23][CH2:22]S[CH2:20][CH2:19]2)[N:3]=1.[S:24]([O-:29])(O[O-])(=O)=[O:25].[K+].[K+]. Product: [Br:1][C:2]1[C:6]2[CH2:7][N:8]([C:11]([O:13][C:14]([CH3:15])([CH3:16])[CH3:17])=[O:12])[CH2:9][CH2:10][C:5]=2[N:4]([CH:18]2[CH2:23][CH2:22][S:24](=[O:29])(=[O:25])[CH2:20][CH2:19]2)[N:3]=1. The catalyst class is: 20. (6) Reactant: [Cl:1][C:2]1[C:7]([Cl:8])=[CH:6][CH:5]=[CH:4][C:3]=1[S:9](N(C)CCC(O)=O)(=[O:11])=[O:10].CN([C:22]([O:26]N1N=NC2C=CC=CC1=2)=[N+](C)C)C.[B-](F)(F)(F)F.C([N:43]([CH2:46][CH3:47])[CH2:44]C)C.[CH3:48][NH:49][CH2:50][CH2:51][C:52]1[CH:57]=[CH:56][C:55]([C:58]2[N:59]([C:63]([O:65][C:66]([CH3:69])([CH3:68])[CH3:67])=[O:64])[CH2:60][CH2:61][N:62]=2)=[CH:54][CH:53]=1. Product: [Cl:1][C:2]1[C:7]([Cl:8])=[CH:6][CH:5]=[CH:4][C:3]=1[S:9]([CH2:44][NH:43][CH2:46][CH2:47][C:22]([CH2:48][NH:49][CH2:50][CH2:51][C:52]1[CH:53]=[CH:54][C:55]([C:58]2[N:59]([C:63]([O:65][C:66]([CH3:69])([CH3:68])[CH3:67])=[O:64])[CH2:60][CH2:61][N:62]=2)=[CH:56][CH:57]=1)=[O:26])(=[O:10])=[O:11]. The catalyst class is: 7. (7) Reactant: [CH3:1][C:2]([O:9][C:10]1[CH:11]=[CH:12][CH:13]=[C:14]2[C:19]=1[N:18]=[CH:17][CH:16]=[CH:15]2)([CH3:8])[C:3]([O:5]CC)=O.[NH2:20][CH2:21][CH:22]([OH:34])[CH2:23][N:24]1[CH2:33][CH2:32][C:31]2[C:26](=[CH:27][CH:28]=[CH:29][CH:30]=2)[CH2:25]1. Product: [CH2:25]1[C:26]2[C:31](=[CH:30][CH:29]=[CH:28][CH:27]=2)[CH2:32][CH2:33][N:24]1[CH2:23][CH:22]([OH:34])[CH2:21][NH:20][C:3](=[O:5])[C:2]([CH3:1])([O:9][C:10]1[CH:11]=[CH:12][CH:13]=[C:14]2[C:19]=1[N:18]=[CH:17][CH:16]=[CH:15]2)[CH3:8]. The catalyst class is: 14. (8) Reactant: [C:1]([C:3]1[C:4]([N:18]2[CH2:23][CH2:22][NH:21][CH2:20][CH2:19]2)=[N:5][C:6]([C:14]([F:17])([F:16])[F:15])=[C:7]([CH:13]=1)[C:8]([O:10][CH2:11][CH3:12])=[O:9])#[N:2].[F:24][C:25]1[CH:30]=[CH:29][C:28]([S:31]([N:34]=[C:35]=[O:36])(=[O:33])=[O:32])=[CH:27][CH:26]=1.C(N(CC)CC)C. Product: [C:1]([C:3]1[C:4]([N:18]2[CH2:23][CH2:22][N:21]([C:35]([NH:34][S:31]([C:28]3[CH:29]=[CH:30][C:25]([F:24])=[CH:26][CH:27]=3)(=[O:32])=[O:33])=[O:36])[CH2:20][CH2:19]2)=[N:5][C:6]([C:14]([F:15])([F:17])[F:16])=[C:7]([CH:13]=1)[C:8]([O:10][CH2:11][CH3:12])=[O:9])#[N:2]. The catalyst class is: 2.